The task is: Predict which catalyst facilitates the given reaction.. This data is from Catalyst prediction with 721,799 reactions and 888 catalyst types from USPTO. Reactant: [Li]C(CC)C.Br[C:7]1[C:8]2[C:13]([CH:14]=[C:15]3[C:20]=1[CH:19]=[CH:18][CH:17]=[CH:16]3)=[CH:12][CH:11]=[CH:10][CH:9]=2.C([O:24][B:25](OC(C)C)[O:26]C(C)C)(C)C.Cl. Product: [CH:19]1[C:20]2[C:15](=[CH:14][C:13]3[C:8]([C:7]=2[B:25]([OH:26])[OH:24])=[CH:9][CH:10]=[CH:11][CH:12]=3)[CH:16]=[CH:17][CH:18]=1. The catalyst class is: 798.